Dataset: Reaction yield outcomes from USPTO patents with 853,638 reactions. Task: Predict the reaction yield, written as a fraction of the theoretical maximum amount of product (1.0 means a 100% yield; for example, 0.34 means a 34% yield). (1) The reactants are [F:1][C:2]1[CH:3]=[CH:4][C:5]([O:8][CH2:9][CH:10]2[CH2:15][CH:14]3[NH:16][CH:11]2[CH2:12][CH2:13]3)=[N:6][CH:7]=1.[S:17]1[CH:21]=[CH:20][CH:19]=[C:18]1[C:22]1[CH:30]=[CH:29][CH:28]=[CH:27][C:23]=1[C:24](Cl)=[O:25]. The catalyst is C(Cl)Cl. The product is [F:1][C:2]1[CH:3]=[CH:4][C:5]([O:8][CH2:9][CH:10]2[CH2:15][CH:14]3[N:16]([C:24]([C:23]4[CH:27]=[CH:28][CH:29]=[CH:30][C:22]=4[C:18]4[S:17][CH:21]=[CH:20][CH:19]=4)=[O:25])[CH:11]2[CH2:12][CH2:13]3)=[N:6][CH:7]=1. The yield is 0.570. (2) The reactants are [F:1][C:2]1[CH:3]=[CH:4][C:5]([C:8]2[C:12](/[CH:13]=[CH:14]/[C:15]3[S:16][C:17]([C:21]([OH:23])=O)=[C:18]([CH3:20])[N:19]=3)=[CH:11][O:10][N:9]=2)=[N:6][CH:7]=1.F[B-](F)(F)F.N1(OC(N(C)C)=[N+](C)C)C2C=CC=CC=2N=N1.C(N(CC)C(C)C)(C)C.[NH2:55][CH:56]1[CH2:61][CH2:60][O:59][CH2:58][CH2:57]1. The catalyst is CN(C=O)C. The product is [O:59]1[CH2:60][CH2:61][CH:56]([NH:55][C:21]([C:17]2[S:16][C:15](/[CH:14]=[CH:13]/[C:12]3[C:8]([C:5]4[CH:4]=[CH:3][C:2]([F:1])=[CH:7][N:6]=4)=[N:9][O:10][CH:11]=3)=[N:19][C:18]=2[CH3:20])=[O:23])[CH2:57][CH2:58]1. The yield is 0.830.